The task is: Regression. Given a peptide amino acid sequence and an MHC pseudo amino acid sequence, predict their binding affinity value. This is MHC class II binding data.. This data is from Peptide-MHC class II binding affinity with 134,281 pairs from IEDB. (1) The peptide sequence is TVTVFKIPKKASEGA. The MHC is HLA-DPA10201-DPB10501 with pseudo-sequence HLA-DPA10201-DPB10501. The binding affinity (normalized) is 0.309. (2) The peptide sequence is MFISDTPGERNPYEN. The MHC is DRB5_0101 with pseudo-sequence DRB5_0101. The binding affinity (normalized) is 0.723. (3) The peptide sequence is ADLGYGPATPAAPAA. The MHC is DRB3_0202 with pseudo-sequence DRB3_0202. The binding affinity (normalized) is 0.157. (4) The peptide sequence is VSLIAVIKGIINLYK. The MHC is H-2-IAb with pseudo-sequence H-2-IAb. The binding affinity (normalized) is 0.